Predict the reactants needed to synthesize the given product. From a dataset of Full USPTO retrosynthesis dataset with 1.9M reactions from patents (1976-2016). (1) Given the product [ClH:28].[C:2]1([C:1]([CH:9]2[CH2:13][CH2:12][NH:11][CH2:10]2)=[O:8])[CH:3]=[CH:4][CH:5]=[CH:6][CH:7]=1, predict the reactants needed to synthesize it. The reactants are: [C:1]([CH:9]1[CH2:13][CH2:12][N:11](C(OC(C)(C)C)=O)[CH2:10]1)(=[O:8])[C:2]1[CH:7]=[CH:6][CH:5]=[CH:4][CH:3]=1.C(O)(C(F)(F)F)=O.[ClH:28]. (2) The reactants are: Cl.[CH3:2][N:3]1[CH:7]=[C:6]([C:8]2[N:13]=[C:12]([C:14]3[CH:15]=[N:16][N:17]([C:19]4([CH2:23][C:24]#[N:25])[CH2:22][NH:21][CH2:20]4)[CH:18]=3)[N:11]3[CH:26]=[CH:27][N:28]=[C:10]3[CH:9]=2)[CH:5]=[N:4]1.C1C[O:32][CH2:31][CH2:30]1.C(N(CC)CC)C.C(OC(=O)C)(=O)C. Given the product [C:31]([N:21]1[CH2:22][C:19]([CH2:23][C:24]#[N:25])([N:17]2[CH:18]=[C:14]([C:12]3[N:11]4[CH:26]=[CH:27][N:28]=[C:10]4[CH:9]=[C:8]([C:6]4[CH:5]=[N:4][N:3]([CH3:2])[CH:7]=4)[N:13]=3)[CH:15]=[N:16]2)[CH2:20]1)(=[O:32])[CH3:30], predict the reactants needed to synthesize it. (3) Given the product [CH:1]1([C:6]2([N:16]([CH3:18])[CH3:17])[CH2:7][CH2:8][C:9](=[O:10])[CH2:14][CH2:15]2)[CH2:2][CH2:3][CH2:4][CH2:5]1, predict the reactants needed to synthesize it. The reactants are: [CH:1]1([C:6]2([N:16]([CH3:18])[CH3:17])[CH2:15][CH2:14][C:9]3(OCC[O:10]3)[CH2:8][CH2:7]2)[CH2:5][CH2:4][CH2:3][CH2:2]1. (4) Given the product [Cl:27][C:28]1[CH:29]=[CH:30][C:31]([O:38][CH3:39])=[C:32]([NH:34][C:35]2[S:36][CH:2]=[C:3]([C:5]3[N:9]4[CH:10]=[CH:11][N:12]=[CH:13][C:8]4=[N:7][CH:6]=3)[N:37]=2)[CH:33]=1, predict the reactants needed to synthesize it. The reactants are: Br[CH2:2][C:3]([C:5]1[N:9]2[CH:10]=[CH:11][N:12]=[CH:13][C:8]2=[N:7][CH:6]=1)=O.BrCC(C1N2C=CC=NC2=NC=1)=O.[Cl:27][C:28]1[CH:29]=[CH:30][C:31]([O:38][CH3:39])=[C:32]([NH:34][C:35]([NH2:37])=[S:36])[CH:33]=1. (5) Given the product [CH2:27]([O:29][C:30]([CH2:31][NH:32][CH:25]([O:26][C:6]([NH:8][CH2:9][CH3:10])=[O:7])[C:24]#[C:23][C:20]1[CH:21]=[CH:22][C:17]([C:16]#[C:15][CH:14]([NH:32][CH2:31][C:30]([O:29][CH2:27][CH3:28])=[O:36])[O:13][C:6]([NH:8][CH2:9][CH3:10])=[O:7])=[CH:18][CH:19]=1)=[O:36])[CH3:28], predict the reactants needed to synthesize it. The reactants are: C1N=CN([C:6]([N:8]2C=N[CH:10]=[CH:9]2)=[O:7])C=1.[OH:13][CH2:14][C:15]#[C:16][C:17]1[CH:22]=[CH:21][C:20]([C:23]#[C:24][CH2:25][OH:26])=[CH:19][CH:18]=1.[CH2:27]([O:29][C:30](=[O:36])[CH2:31][NH:32]CCN)[CH3:28]. (6) Given the product [S:24]1[C:28]([NH:29][C:2]2[CH:7]=[C:6]([Cl:8])[N:5]=[C:4]([S:9][C:10]3[CH:15]=[CH:14][C:13]([NH:16][C:17](=[O:23])[CH2:18][C:19]([F:22])([F:21])[F:20])=[CH:12][CH:11]=3)[N:3]=2)=[N:27][CH:26]=[N:25]1, predict the reactants needed to synthesize it. The reactants are: Cl[C:2]1[CH:7]=[C:6]([Cl:8])[N:5]=[C:4]([S:9][C:10]2[CH:15]=[CH:14][C:13]([NH:16][C:17](=[O:23])[CH2:18][C:19]([F:22])([F:21])[F:20])=[CH:12][CH:11]=2)[N:3]=1.[S:24]1[C:28]([NH2:29])=[N:27][CH:26]=[N:25]1.CC1(C)C2C(=C(P(C3C=CC=CC=3)C3C=CC=CC=3)C=CC=2)OC2C(P(C3C=CC=CC=3)C3C=CC=CC=3)=CC=CC1=2.C([O-])([O-])=O.[Na+].[Na+]. (7) Given the product [O:1]([C:8]1[CH:13]=[CH:12][C:11]([C:14]([NH:16][NH:17][C:19]([NH:18][C:21]2[CH:31]=[CH:30][C:24]([C:25]([O:27][CH2:28][CH3:29])=[O:26])=[CH:23][CH:22]=2)=[S:20])=[O:15])=[CH:10][CH:9]=1)[C:2]1[CH:3]=[CH:4][CH:5]=[CH:6][CH:7]=1, predict the reactants needed to synthesize it. The reactants are: [O:1]([C:8]1[CH:13]=[CH:12][C:11]([C:14]([NH:16][NH2:17])=[O:15])=[CH:10][CH:9]=1)[C:2]1[CH:7]=[CH:6][CH:5]=[CH:4][CH:3]=1.[N:18]([C:21]1[CH:31]=[CH:30][C:24]([C:25]([O:27][CH2:28][CH3:29])=[O:26])=[CH:23][CH:22]=1)=[C:19]=[S:20].